Task: Predict the reactants needed to synthesize the given product.. Dataset: Full USPTO retrosynthesis dataset with 1.9M reactions from patents (1976-2016) (1) Given the product [CH3:29][N:24]([CH:25]1[CH2:26][CH:33]([C:43]2[CH:48]=[CH:47][CH:46]=[CH:45][CH:44]=2)[CH2:34][CH2:35][C:36]1=[CH:39][C:40]([NH:11][CH2:12][CH2:13][C:14]1[C:22]2[C:17](=[CH:18][CH:19]=[CH:20][CH:21]=2)[NH:16][CH:15]=1)=[O:41])[CH3:23], predict the reactants needed to synthesize it. The reactants are: ON1C2C=CC=CC=2N=N1.[NH2:11][CH2:12][CH2:13][C:14]1[C:22]2[C:17](=[CH:18][CH:19]=[CH:20][CH:21]=2)[NH:16][CH:15]=1.[CH3:23][N:24]1[CH2:29]CO[CH2:26][CH2:25]1.Cl.CN(C)[C:33]1([C:43]2[CH:48]=[CH:47][CH:46]=[CH:45][CH:44]=2)CC[C:36](=[CH:39][C:40](O)=[O:41])[CH2:35][CH2:34]1.C1(N=C=NC2CCCCC2)CCCCC1.[OH-].[Na+]. (2) Given the product [NH2:8][C:9]1[S:13][C:12]([C:14]2[C:15]([F:21])=[CH:16][CH:17]=[CH:18][C:19]=2[F:20])=[N:11][C:10]=1[C:22]([NH:24][C:25]1[CH:26]=[N:27][N:28]([CH2:44][C:45]([F:47])([F:48])[F:46])[C:29]=1[N:30]1[CH2:35][CH2:34][NH:33][C@H:32]([CH3:43])[CH2:31]1)=[O:23], predict the reactants needed to synthesize it. The reactants are: C(OC([NH:8][C:9]1[S:13][C:12]([C:14]2[C:19]([F:20])=[CH:18][CH:17]=[CH:16][C:15]=2[F:21])=[N:11][C:10]=1[C:22]([NH:24][C:25]1[CH:26]=[N:27][N:28]([CH2:44][C:45]([F:48])([F:47])[F:46])[C:29]=1[N:30]1[CH2:35][CH2:34][N:33](C(OC(C)(C)C)=O)[C@H:32]([CH3:43])[CH2:31]1)=[O:23])=O)(C)(C)C.N. (3) Given the product [Cl:1][C:2]1[CH:7]=[CH:6][C:5]([C:8]2([CH2:22][CH2:23][C:24]([N:26]3[CH:30]([CH3:31])[CH2:29][CH2:28][CH:27]3[CH3:32])=[O:25])[C:16]3[C:15]([OH:17])=[CH:14][CH:13]=[CH:12][C:11]=3[C:10]3=[N:19][CH:20]=[CH:21][N:9]23)=[CH:4][CH:3]=1, predict the reactants needed to synthesize it. The reactants are: [Cl:1][C:2]1[CH:7]=[CH:6][C:5]([C:8]2([CH2:22][CH2:23][C:24]([N:26]3[CH:30]([CH3:31])[CH2:29][CH2:28][CH:27]3[CH3:32])=[O:25])[C:16]3[C:11](=[CH:12][CH:13]=[CH:14][C:15]=3[O:17]C)[C:10]3=[N:19][CH:20]=[CH:21][N:9]23)=[CH:4][CH:3]=1.B(Br)(Br)Br. (4) Given the product [NH2:46][CH2:45][CH2:44][C:28]1[CH2:26][CH:24]([C:22](=[CH:21][CH:30]=1)[OH:23])[OH:25], predict the reactants needed to synthesize it. The reactants are: [Na+].[Cl-].[Cl-].[K+].OP([O-])(O)=O.[K+].[O-]S([O-])(=O)=O.[Mg+2].[Cl-].[Cl-].[Ca+2].O=[CH:21][C@@H:22]([C@H:24]([C@@H:26]([C@@H:28]([CH2:30]O)O)O)[OH:25])[OH:23].O=C1O[C@H]([C@H](CO)O)C([O-])=C1O.[CH2:44]1N(CCO)CC[N:46](CCS(O)(=O)=O)[CH2:45]1.C(N(CC(O)=O)CC(O)=O)CN(CC(O)=O)CC(O)=O.CN(CC1C=CC=CC=1)CC#C. (5) Given the product [CH:17]1[CH:16]=[CH:15][C:14]2[CH2:13][CH2:12][N:11]3[C:19]=2[C:18]=1[C:1]1[CH2:8][CH2:7][CH2:6][CH2:5][CH2:4][CH2:3][C:2]=13, predict the reactants needed to synthesize it. The reactants are: [C:1]1(=O)[CH2:8][CH2:7][CH2:6][CH2:5][CH2:4][CH2:3][CH2:2]1.N[N:11]1[C:19]2[C:14](=[CH:15][CH:16]=[CH:17][CH:18]=2)[CH2:13][CH2:12]1.S(=O)(=O)(O)O.